The task is: Predict the reactants needed to synthesize the given product.. This data is from Full USPTO retrosynthesis dataset with 1.9M reactions from patents (1976-2016). (1) Given the product [N:44]([CH2:28][C:25]1[CH2:24][CH2:23][NH:22][C:21]2[N:20]=[CH:19][N:18]=[C:17]([NH:16][C:4]3[CH:5]=[CH:6][C:7]([O:8][C:9]4[CH:10]=[N:11][C:12]([CH3:15])=[CH:13][CH:14]=4)=[C:2]([CH3:1])[CH:3]=3)[C:27]=2[CH:26]=1)=[N+:45]=[N-:46], predict the reactants needed to synthesize it. The reactants are: [CH3:1][C:2]1[CH:3]=[C:4]([NH:16][C:17]2[C:27]3[CH:26]=[C:25]([CH2:28]O)[CH2:24][CH2:23][NH:22][C:21]=3[N:20]=[CH:19][N:18]=2)[CH:5]=[CH:6][C:7]=1[O:8][C:9]1[CH:10]=[N:11][C:12]([CH3:15])=[CH:13][CH:14]=1.C1(P([N:44]=[N+:45]=[N-:46])(C2C=CC=CC=2)=O)C=CC=CC=1.O. (2) Given the product [C:1](/[CH:3]=[CH:4]/[S:5]([C:8]1[CH:9]=[CH:10][C:11]([C:14]([CH3:19])([CH3:18])[C:15]([NH:31][C:27]2[CH:28]=[CH:29][CH:30]=[C:25]([O:24][CH2:23][CH2:22][O:21][CH3:20])[CH:26]=2)=[O:17])=[CH:12][CH:13]=1)(=[O:6])=[O:7])#[N:2], predict the reactants needed to synthesize it. The reactants are: [C:1](/[CH:3]=[CH:4]/[S:5]([C:8]1[CH:13]=[CH:12][C:11]([C:14]([CH3:19])([CH3:18])[C:15]([OH:17])=O)=[CH:10][CH:9]=1)(=[O:7])=[O:6])#[N:2].[CH3:20][O:21][CH2:22][CH2:23][O:24][C:25]1[CH:26]=[C:27]([NH2:31])[CH:28]=[CH:29][CH:30]=1.Cl.CN(C)CCCN=C=NCC.ON1C2C=CC=CC=2N=N1.C(#N)C. (3) Given the product [O:7]=[C:4]1[CH:5]=[CH:6][C:2](=[O:1])[N:3]1[CH2:8][CH2:9][C:10]([NH:11][CH2:12][CH2:13][O:14][CH2:15][CH2:16][O:17][CH2:18][CH2:19][O:20][CH2:21][CH2:22][O:23][CH2:24][CH2:25][C:26]([NH:50][CH2:49][CH2:48][C:42]1[C:41]2[C:45](=[CH:46][CH:47]=[C:39]([O:38][CH3:37])[CH:40]=2)[NH:44][CH:43]=1)=[O:28])=[O:36], predict the reactants needed to synthesize it. The reactants are: [O:1]=[C:2]1[CH:6]=[CH:5][C:4](=[O:7])[N:3]1[CH2:8][CH2:9][C:10](=[O:36])[NH:11][CH2:12][CH2:13][O:14][CH2:15][CH2:16][O:17][CH2:18][CH2:19][O:20][CH2:21][CH2:22][O:23][CH2:24][CH2:25][C:26]([O:28]N1C(=O)CCC1=O)=O.[CH3:37][O:38][C:39]1[CH:40]=[C:41]2[C:45](=[CH:46][CH:47]=1)[NH:44][CH:43]=[C:42]2[CH2:48][CH2:49][NH2:50]. (4) Given the product [C:1]1([C:7]2([C:10]3[S:12][C:15]([C:17]4[CH:24]=[CH:23][C:20]([C:21]#[N:22])=[CH:19][CH:18]=4)=[CH:14][N:11]=3)[CH2:9][CH2:8]2)[CH:6]=[CH:5][CH:4]=[CH:3][CH:2]=1, predict the reactants needed to synthesize it. The reactants are: [C:1]1([C:7]2([C:10](=[S:12])[NH2:11])[CH2:9][CH2:8]2)[CH:6]=[CH:5][CH:4]=[CH:3][CH:2]=1.Br[CH2:14][C:15]([C:17]1[CH:24]=[CH:23][C:20]([C:21]#[N:22])=[CH:19][CH:18]=1)=O.